From a dataset of Forward reaction prediction with 1.9M reactions from USPTO patents (1976-2016). Predict the product of the given reaction. (1) The product is: [NH:8]1[C:5]2=[N:6][CH:7]=[C:2]([C:12]#[N:13])[CH:3]=[C:4]2[CH:10]=[CH:9]1. Given the reactants Br[C:2]1[CH:3]=[C:4]2[CH:10]=[CH:9][NH:8][C:5]2=[N:6][CH:7]=1.O.[CH3:12][N:13](C)C=O, predict the reaction product. (2) Given the reactants [NH2:1][C:2]1[CH:3]=[C:4]([CH:9]2[C:18]([CH3:20])([CH3:19])[CH2:17][C:16]3[C:11](=[CH:12][CH:13]=[C:14]([C:21]([O:23][CH3:24])=[O:22])[CH:15]=3)[NH:10]2)[CH:5]=[CH:6][C:7]=1[Cl:8].C(N(CC)C(C)C)(C)C.[C:34](Cl)(=[O:38])[CH:35]([CH3:37])[CH3:36].C(OCC)(=O)C, predict the reaction product. The product is: [Cl:8][C:7]1[CH:6]=[CH:5][C:4]([CH:9]2[C:18]([CH3:19])([CH3:20])[CH2:17][C:16]3[C:11](=[CH:12][CH:13]=[C:14]([C:21]([O:23][CH3:24])=[O:22])[CH:15]=3)[NH:10]2)=[CH:3][C:2]=1[NH:1][C:34](=[O:38])[CH:35]([CH3:37])[CH3:36]. (3) Given the reactants [CH3:1][O:2][C:3]1[CH:8]=[CH:7][C:6](O)=[CH:5][CH:4]=1.O.O.[Sn](Cl)Cl.[Br:15][C:16]1[CH:17]=[C:18]([CH2:44][C:45]([OH:47])=[O:46])[CH:19]=[C:20]([Br:43])[C:21]=1[O:22][C:23]1[CH:28]=[C:27]([CH:29]([CH3:31])[CH3:30])[C:26]([O:32][CH3:33])=[CH:25][C:24]=1[CH:34]([OH:42])[C:35]1[CH:40]=[CH:39][CH:38]=[C:37]([CH3:41])[CH:36]=1.O, predict the reaction product. The product is: [Br:15][C:16]1[CH:17]=[C:18]([CH2:44][C:45]([OH:47])=[O:46])[CH:19]=[C:20]([Br:43])[C:21]=1[O:22][C:23]1[CH:28]=[C:27]([CH:29]([CH3:31])[CH3:30])[C:26]([O:32][CH3:33])=[CH:25][C:24]=1[CH:34]([O:42][C:6]1[CH:7]=[CH:8][C:3]([O:2][CH3:1])=[CH:4][CH:5]=1)[C:35]1[CH:40]=[CH:39][CH:38]=[C:37]([CH3:41])[CH:36]=1. (4) Given the reactants [F:1][C:2]1[CH:36]=[CH:35][C:5]2[C:6]([CH:9]3[CH2:14][CH2:13][N:12]([C:15]([C@@H:17]([NH:21][C:22]([C:24]4[C:33]([OH:34])=[N:32][C:31]5[C:26](=[CH:27][CH:28]=[CH:29][CH:30]=5)[N:25]=4)=[O:23])[CH:18]([CH3:20])[CH3:19])=[O:16])[CH2:11][CH2:10]3)=N[O:8][C:4]=2[CH:3]=1.Cl.C[OH:39], predict the reaction product. The product is: [F:1][C:2]1[CH:36]=[CH:35][C:5]([C:6]([CH:9]2[CH2:10][CH2:11][N:12]([C:15]([C@@H:17]([NH:21][C:22]([C:24]3[C:33]([OH:34])=[N:32][C:31]4[C:26](=[CH:27][CH:28]=[CH:29][CH:30]=4)[N:25]=3)=[O:23])[CH:18]([CH3:20])[CH3:19])=[O:16])[CH2:13][CH2:14]2)=[O:39])=[C:4]([OH:8])[CH:3]=1. (5) Given the reactants [F:1][C:2]1[CH:10]=[C:9]2[C:5]([C:6]([C:20]3[CH:21]=[CH:22][C:23]([NH:26][C:27](=[O:33])[O:28][C:29]([CH3:32])([CH3:31])[CH3:30])=[N:24][CH:25]=3)=[CH:7][N:8]2[S:11]([C:14]2[CH:19]=[CH:18][CH:17]=[CH:16][CH:15]=2)(=[O:13])=[O:12])=[CH:4][CH:3]=1.[F:34]C1C=C2C(=CC=1F)N(S(C1C=CC=CC=1)(=O)=O)C=C2I, predict the reaction product. The product is: [F:34][C:3]1[CH:4]=[C:5]2[C:9](=[CH:10][C:2]=1[F:1])[N:8]([S:11]([C:14]1[CH:15]=[CH:16][CH:17]=[CH:18][CH:19]=1)(=[O:13])=[O:12])[CH:7]=[C:6]2[C:20]1[CH:21]=[CH:22][C:23]([NH:26][C:27](=[O:33])[O:28][C:29]([CH3:30])([CH3:32])[CH3:31])=[N:24][CH:25]=1. (6) Given the reactants Br[C:2]1[CH:7]=[C:6]([CH3:8])[CH:5]=[C:4]([Cl:9])[N:3]=1.[F:10][C:11]([F:22])([F:21])[C:12]1[CH:17]=[CH:16][C:15](B(O)O)=[CH:14][CH:13]=1.C([O-])([O-])=O.[Na+].[Na+], predict the reaction product. The product is: [Cl:9][C:4]1[CH:5]=[C:6]([CH3:8])[CH:7]=[C:2]([C:15]2[CH:16]=[CH:17][C:12]([C:11]([F:22])([F:21])[F:10])=[CH:13][CH:14]=2)[N:3]=1. (7) Given the reactants [CH3:1][C:2]1[CH:7]=[CH:6][N:5]=[CH:4][C:3]=1[C:8]1[NH:25][C:11]2=[N:12][CH:13]=[C:14](B3OC(C)(C)C(C)(C)O3)[CH:15]=[C:10]2[CH:9]=1.[CH2:26]([N:28]1[C:32](OS(C(F)(F)F)(=O)=O)=[CH:31][C:30]([C:41]2[CH:46]=[N:45][CH:44]=[CH:43][N:42]=2)=[N:29]1)[CH3:27], predict the reaction product. The product is: [CH2:26]([N:28]1[C:32]([C:14]2[CH:15]=[C:10]3[CH:9]=[C:8]([C:3]4[CH:4]=[N:5][CH:6]=[CH:7][C:2]=4[CH3:1])[NH:25][C:11]3=[N:12][CH:13]=2)=[CH:31][C:30]([C:41]2[CH:46]=[N:45][CH:44]=[CH:43][N:42]=2)=[N:29]1)[CH3:27]. (8) Given the reactants C(OC([N:8]1[C:16]2[C:11](=[CH:12][CH:13]=[CH:14][CH:15]=2)[C:10]([CH2:17][C@H:18]([N:31]2[C:35](=[O:36])[CH:34]([C:37]3[CH:46]=[CH:45][C:40]4[O:41][CH2:42][CH2:43][O:44][C:39]=4[CH:38]=3)[NH:33][C:32]2=[O:47])[C:19](=[O:30])[NH:20][C:21]2[S:22][CH:23]=[C:24]([C:26]([O:28][CH3:29])=[O:27])[N:25]=2)=[CH:9]1)=O)(C)(C)C.FC(F)(F)C(O)=O, predict the reaction product. The product is: [CH3:29][O:28][C:26]([C:24]1[N:25]=[C:21]([NH:20][C:19](=[O:30])[C@@H:18]([N:31]2[C:35](=[O:36])[CH:34]([C:37]3[CH:46]=[CH:45][C:40]4[O:41][CH2:42][CH2:43][O:44][C:39]=4[CH:38]=3)[NH:33][C:32]2=[O:47])[CH2:17][C:10]2[C:11]3[C:16](=[CH:15][CH:14]=[CH:13][CH:12]=3)[NH:8][CH:9]=2)[S:22][CH:23]=1)=[O:27]. (9) Given the reactants [ClH:1].Cl.[CH2:3]([N:10]1[CH2:15][CH2:14][N:13]([CH2:16][C:17]([C:19]2[CH:24]=[CH:23][C:22]([N+:25]([O-])=O)=[CH:21][CH:20]=2)=[O:18])[CH2:12][CH2:11]1)[C:4]1[CH:9]=[CH:8][CH:7]=[CH:6][CH:5]=1, predict the reaction product. The product is: [ClH:1].[ClH:1].[ClH:1].[CH2:3]([N:10]1[CH2:11][CH2:12][N:13]([CH2:16][C:17]([C:19]2[CH:20]=[CH:21][C:22]([NH2:25])=[CH:23][CH:24]=2)=[O:18])[CH2:14][CH2:15]1)[C:4]1[CH:5]=[CH:6][CH:7]=[CH:8][CH:9]=1.